This data is from Full USPTO retrosynthesis dataset with 1.9M reactions from patents (1976-2016). The task is: Predict the reactants needed to synthesize the given product. (1) Given the product [CH3:35][N:2]([CH3:1])[CH2:3][CH2:4][CH2:5][O:6][C:7]1[C:32]([O:33][CH3:34])=[CH:31][C:10]2[C:11]3[N:16]([CH:17]([C:19]([CH3:24])([CH3:23])[CH2:20][O:21][CH3:22])[CH2:18][C:9]=2[CH:8]=1)[CH:15]=[C:14]([C:25]([OH:27])=[O:26])[C:13](=[O:30])[CH:12]=3, predict the reactants needed to synthesize it. The reactants are: [CH3:1][N:2]([CH3:35])[CH2:3][CH2:4][CH2:5][O:6][C:7]1[C:32]([O:33][CH3:34])=[CH:31][C:10]2[C:11]3[N:16]([CH:17]([C:19]([CH3:24])([CH3:23])[CH2:20][O:21][CH3:22])[CH2:18][C:9]=2[CH:8]=1)[CH:15]=[C:14]([C:25]([O:27]CC)=[O:26])[C:13](=[O:30])[CH:12]=3.[Li+].[OH-].Cl. (2) Given the product [CH3:13][N:14]([CH3:19])[CH2:15][CH2:16][N:17]([CH3:18])[C:2]1[C:11]([CH3:12])=[CH:10][C:9]2[C:4](=[CH:5][CH:6]=[CH:7][CH:8]=2)[N:3]=1, predict the reactants needed to synthesize it. The reactants are: Cl[C:2]1[C:11]([CH3:12])=[CH:10][C:9]2[C:4](=[CH:5][CH:6]=[CH:7][CH:8]=2)[N:3]=1.[CH3:13][N:14]([CH3:19])[CH2:15][CH2:16][NH:17][CH3:18]. (3) Given the product [CH3:1][C:2]1[CH:3]=[CH:4][C:5]([C:11]2[N:12]([CH3:13])[CH:14]=[N:15][CH:16]=2)=[C:6]([CH:10]=1)[C:7]([OH:9])=[O:8], predict the reactants needed to synthesize it. The reactants are: [CH3:1][C:2]1[CH:3]=[CH:4][C:5]([C:11]2[CH:16]=[N:15][CH:14]=[CH:13][N:12]=2)=[C:6]([CH:10]=1)[C:7]([OH:9])=[O:8].BrC1N(C)C=NC=1. (4) The reactants are: [NH2:1][C:2]1[N:7]=[CH:6][N:5]=[C:4]2[N:8]([CH:20]([C:22]3[O:23][C:24]4[C:29]([C:30](=[O:39])[C:31]=3[C:32]3[CH:37]=[CH:36][CH:35]=[C:34]([F:38])[CH:33]=3)=[CH:28][CH:27]=[CH:26][CH:25]=4)[CH3:21])[N:9]=[C:10]([C:11]3[CH:16]=[CH:15][C:14]([O:17]C)=[C:13]([F:19])[CH:12]=3)[C:3]=12. Given the product [NH2:1][C:2]1[N:7]=[CH:6][N:5]=[C:4]2[N:8]([CH:20]([C:22]3[O:23][C:24]4[C:29]([C:30](=[O:39])[C:31]=3[C:32]3[CH:37]=[CH:36][CH:35]=[C:34]([F:38])[CH:33]=3)=[CH:28][CH:27]=[CH:26][CH:25]=4)[CH3:21])[N:9]=[C:10]([C:11]3[CH:16]=[CH:15][C:14]([OH:17])=[C:13]([F:19])[CH:12]=3)[C:3]=12, predict the reactants needed to synthesize it. (5) Given the product [C:1]([O:5][C:6](=[O:16])[NH:7][C:8]1[S:9][C:10]([CH2:14][Br:18])=[C:11]([CH3:13])[N:12]=1)([CH3:4])([CH3:3])[CH3:2], predict the reactants needed to synthesize it. The reactants are: [C:1]([O:5][C:6](=[O:16])[NH:7][C:8]1[S:9][C:10]([CH2:14]O)=[C:11]([CH3:13])[N:12]=1)([CH3:4])([CH3:3])[CH3:2].C(Br)(Br)(Br)[Br:18]. (6) Given the product [CH:1]1([CH2:4][O:5][NH:6][C:7]([C:9]2[C:22]([NH:23][C:24]3[CH:29]=[CH:28][C:27]([Br:30])=[CH:26][C:25]=3[CH3:31])=[C:21]([F:32])[C:12]3[N:13]=[CH:14][N:15]([CH2:16][CH2:17][CH2:18][CH2:19][N:45]4[CH2:44][CH2:43][N:47]([CH3:69])[CH2:46][CH2:48]4)[C:11]=3[CH:10]=2)=[O:8])[CH2:2][CH2:3]1, predict the reactants needed to synthesize it. The reactants are: [CH:1]1([CH2:4][O:5][NH:6][C:7]([C:9]2[C:22]([NH:23][C:24]3[CH:29]=[CH:28][C:27]([Br:30])=[CH:26][C:25]=3[CH3:31])=[C:21]([F:32])[C:12]3[N:13]=[CH:14][N:15]([CH2:16][CH2:17][CH2:18][CH:19]=O)[C:11]=3[CH:10]=2)=[O:8])[CH2:3][CH2:2]1.C1(CONC(C2C=C(F)[C:44]3[N:45]=[C:46]([CH2:48]CCC(O)CO)[NH:47][C:43]=3C=2)=O)CC1.P([O-])([O-])([O-])=O.I([O-])(=O)(=O)=O.[Na+].[C:69](OCC)(=O)C. (7) Given the product [C:8]([NH:11][C@@H:12]([C:13]([OH:15])=[O:14])[CH2:16][C:17]1[CH:18]=[CH:19][CH:20]=[CH:21][CH:22]=1)(=[O:10])[CH3:9], predict the reactants needed to synthesize it. The reactants are: C(N(CC)CC)C.[C:8]([NH:11][C:12](=[CH:16][C:17]1[CH:22]=[CH:21][CH:20]=[CH:19][CH:18]=1)[C:13]([OH:15])=[O:14])(=[O:10])[CH3:9].[H][H].